Dataset: Peptide-MHC class II binding affinity with 134,281 pairs from IEDB. Task: Regression. Given a peptide amino acid sequence and an MHC pseudo amino acid sequence, predict their binding affinity value. This is MHC class II binding data. (1) The peptide sequence is DDLMIRVIAQGPTAT. The MHC is DRB1_1201 with pseudo-sequence DRB1_1201. The binding affinity (normalized) is 0.356. (2) The peptide sequence is ALSDPYLSFAAALNG. The MHC is HLA-DQA10401-DQB10402 with pseudo-sequence HLA-DQA10401-DQB10402. The binding affinity (normalized) is 0.279. (3) The peptide sequence is GPTATFEAMYLGTCQ. The MHC is HLA-DQA10501-DQB10201 with pseudo-sequence HLA-DQA10501-DQB10201. The binding affinity (normalized) is 0.534. (4) The peptide sequence is PEVIPMFSALAEGATP. The binding affinity (normalized) is 0.574. The MHC is DRB1_0101 with pseudo-sequence DRB1_0101. (5) The MHC is DRB1_0701 with pseudo-sequence DRB1_0701. The peptide sequence is EDFREFSRAKGLNQEI. The binding affinity (normalized) is 0.571. (6) The peptide sequence is PAAAYATATPAAATA. The MHC is DRB1_1201 with pseudo-sequence DRB1_1201. The binding affinity (normalized) is 0.